From a dataset of Full USPTO retrosynthesis dataset with 1.9M reactions from patents (1976-2016). Predict the reactants needed to synthesize the given product. (1) Given the product [CH:25]1[CH:26]=[CH:27][C:22]([C@@H:28]2[N:29]([C:15]([O:9][C@@H:3]3[CH:4]4[CH2:7][CH2:8][N:1]([CH2:6][CH2:5]4)[CH2:2]3)=[O:16])[CH2:30][CH2:31][C:32]3[CH:33]=[CH:34][CH:35]=[CH:36][C:37]2=3)=[CH:23][CH:24]=1, predict the reactants needed to synthesize it. The reactants are: [N:1]12[CH2:8][CH2:7][CH:4]([CH2:5][CH2:6]1)[C@@H:3]([OH:9])[CH2:2]2.N1([C:15](N2C=NC=N2)=[O:16])C=NC=N1.[C:22]1([C@H:28]2[C:37]3[C:32](=[CH:33][CH:34]=[CH:35][CH:36]=3)[CH2:31][CH2:30][NH:29]2)[CH:27]=[CH:26][CH:25]=[CH:24][CH:23]=1. (2) Given the product [CH3:1][C:2]1[N:6]([CH2:17][CH2:18][OH:19])[N:5]=[C:4]([N+:7]([O-:9])=[O:8])[CH:3]=1, predict the reactants needed to synthesize it. The reactants are: [CH3:1][C:2]1[NH:6][N:5]=[C:4]([N+:7]([O-:9])=[O:8])[CH:3]=1.C(=O)([O-])[O-].[K+].[K+].I[CH2:17][CH2:18][OH:19]. (3) Given the product [Br:1][C:2]1[CH:3]=[CH:4][C:5]2[C:11]3[S:12][C:13]([C:15]([N:17]([C:18]4[CH:19]=[C:20]([CH:25]=[CH:26][C:27]=4[Cl:28])[C:21]([O:23][CH3:24])=[O:22])[CH3:30])=[O:16])=[CH:14][C:10]=3[CH2:9][CH2:8][O:7][C:6]=2[CH:29]=1, predict the reactants needed to synthesize it. The reactants are: [Br:1][C:2]1[CH:3]=[CH:4][C:5]2[C:11]3[S:12][C:13]([C:15]([NH:17][C:18]4[CH:19]=[C:20]([CH:25]=[CH:26][C:27]=4[Cl:28])[C:21]([O:23][CH3:24])=[O:22])=[O:16])=[CH:14][C:10]=3[CH2:9][CH2:8][O:7][C:6]=2[CH:29]=1.[C:30]([O-])([O-])=O.[Cs+].[Cs+].CI. (4) Given the product [CH3:9][CH2:10][O:12][CH2:13][CH3:14].[CH3:33][CH2:34][CH2:2][CH:3]([CH3:31])[CH3:4].[F:1][C:2]1[C:34]([F:35])=[CH:33][CH:32]=[CH:31][C:3]=1[CH2:4][S:5][C:6]1[N:7]=[C:8]([NH:20][S:21]([C:24]2[N:25]=[C:26]([CH3:30])[N:27]([CH3:29])[CH:28]=2)(=[O:23])=[O:22])[CH:9]=[C:10]([O:12][C@H:13]([CH3:19])[CH2:14][OH:15])[N:11]=1, predict the reactants needed to synthesize it. The reactants are: [F:1][C:2]1[C:34]([F:35])=[CH:33][CH:32]=[CH:31][C:3]=1[CH2:4][S:5][C:6]1[N:11]=[C:10]([O:12][C@H:13]([CH3:19])[C:14](OCC)=[O:15])[CH:9]=[C:8]([NH:20][S:21]([C:24]2[N:25]=[C:26]([CH3:30])[N:27]([CH3:29])[CH:28]=2)(=[O:23])=[O:22])[N:7]=1.[BH4-].[Li+]. (5) Given the product [CH3:26][N:25]1[C:13](=[O:14])[CH2:12][C@H:11]([NH:10][C:8](=[O:9])[O:7][C:4]([CH3:6])([CH3:5])[CH3:3])[CH2:23]1, predict the reactants needed to synthesize it. The reactants are: [BH4-].[Na+].[CH3:3][C:4]([O:7][C:8]([NH:10][C@H:11]([C:23]([NH:25][CH3:26])=S)[CH2:12][C:13](OCC1C=CC=CC=1)=[O:14])=[O:9])([CH3:6])[CH3:5]. (6) The reactants are: [CH2:1]([N:3]1[C:11]2[C:6](=[CH:7][CH:8]=[C:9]([NH:12][C:13]([C:15]3[CH:20]=[CH:19][C:18]([N:21]4[CH2:26][CH2:25][CH:24]([C:27](O)=[O:28])[CH2:23][CH2:22]4)=[CH:17][CH:16]=3)=[O:14])[CH:10]=2)[CH:5]=[CH:4]1)[CH3:2].[C:30]([S:34]([NH2:37])(=[O:36])=[O:35])([CH3:33])([CH3:32])[CH3:31].IC1C=CC(NC(C2C=CC(N3CCC(C(NS(C(C)(C)C)(=O)=O)=O)CC3)=NC=2)=O)=CC=1C. Given the product [CH2:1]([N:3]1[C:11]2[C:6](=[CH:7][CH:8]=[C:9]([NH:12][C:13](=[O:14])[C:15]3[CH:20]=[CH:19][C:18]([N:21]4[CH2:26][CH2:25][CH:24]([C:27]([NH:37][S:34]([C:30]([CH3:33])([CH3:32])[CH3:31])(=[O:36])=[O:35])=[O:28])[CH2:23][CH2:22]4)=[CH:17][CH:16]=3)[CH:10]=2)[CH:5]=[CH:4]1)[CH3:2], predict the reactants needed to synthesize it.